This data is from Forward reaction prediction with 1.9M reactions from USPTO patents (1976-2016). The task is: Predict the product of the given reaction. (1) Given the reactants CC1(C)C(C)(C)OB([C:9]2[CH:14]=[CH:13][N:12]=[C:11]([NH2:15])[CH:10]=2)O1.Br[C:18]1[O:19][CH:20]=[C:21]([C:23]([O:25][CH2:26][CH3:27])=[O:24])[N:22]=1.C(=O)([O-])[O-].[K+].[K+].COCCOC, predict the reaction product. The product is: [NH2:15][C:11]1[CH:10]=[C:9]([C:18]2[O:19][CH:20]=[C:21]([C:23]([O:25][CH2:26][CH3:27])=[O:24])[N:22]=2)[CH:14]=[CH:13][N:12]=1. (2) Given the reactants [CH:1]([C:4]1[C:12]2[C:7](=[N:8][CH:9]=[CH:10][C:11]=2[C:13]2[CH:14]=[N:15][C:16]3[C:21]([CH:22]=2)=[CH:20][CH:19]=[CH:18][CH:17]=3)[N:6]([C:23]2[CH:30]=[CH:29][C:26]([C:27]#[N:28])=[CH:25][C:24]=2[CH3:31])[N:5]=1)([CH3:3])[CH3:2].[OH-:32].[Na+].OO.O, predict the reaction product. The product is: [CH:1]([C:4]1[C:12]2[C:7](=[N:8][CH:9]=[CH:10][C:11]=2[C:13]2[CH:14]=[N:15][C:16]3[C:21]([CH:22]=2)=[CH:20][CH:19]=[CH:18][CH:17]=3)[N:6]([C:23]2[CH:30]=[CH:29][C:26]([C:27]([NH2:28])=[O:32])=[CH:25][C:24]=2[CH3:31])[N:5]=1)([CH3:3])[CH3:2]. (3) Given the reactants [Li]CCCC.[N+:6]([C:9]1[CH:14]=[CH:13][C:12]([CH2:15][C:16]([O:18][CH2:19][CH3:20])=[O:17])=[CH:11][CH:10]=1)([O-:8])=[O:7].[CH:21]1([CH2:26]I)[CH2:25][CH2:24][CH2:23][CH2:22]1.Cl, predict the reaction product. The product is: [CH2:19]([O:18][C:16](=[O:17])[CH:15]([C:12]1[CH:11]=[CH:10][C:9]([N+:6]([O-:8])=[O:7])=[CH:14][CH:13]=1)[CH2:26][CH:21]1[CH2:25][CH2:24][CH2:23][CH2:22]1)[CH3:20].